This data is from Forward reaction prediction with 1.9M reactions from USPTO patents (1976-2016). The task is: Predict the product of the given reaction. (1) Given the reactants [Cl:1][C:2]1[C:7]([S:8]([N:11]([CH3:13])[CH3:12])(=[O:10])=[O:9])=[C:6]([OH:14])[C:5]([NH:15][C:16]2[C:19](=[O:20])[C:18](=[O:21])[C:17]=2OCC)=[CH:4][CH:3]=1.C1(C)C=CC(S(O)(=O)=O)=CC=1.[CH3:36][C@H:37]1[O:41][C@@H:40]([C@H:42]([NH2:45])[CH2:43][CH3:44])[CH2:39][CH2:38]1.CCN(CC)CC, predict the reaction product. The product is: [Cl:1][C:2]1[C:7]([S:8]([N:11]([CH3:12])[CH3:13])(=[O:10])=[O:9])=[C:6]([OH:14])[C:5]([NH:15][C:16]2[C:19](=[O:20])[C:18](=[O:21])[C:17]=2[NH:45][C@@H:42]([C@H:40]2[CH2:39][CH2:38][C@@H:37]([CH3:36])[O:41]2)[CH2:43][CH3:44])=[CH:4][CH:3]=1. (2) Given the reactants [Cl:1][C:2]1[C:3]([CH3:30])=[C:4]([CH2:13][O:14][C:15]2[CH:20]=[CH:19][C:18]([CH2:21][CH2:22][C:23]([O:25]CC)=[O:24])=[C:17]([CH3:28])[C:16]=2[CH3:29])[C:5]2[O:9][C:8]([CH2:10][CH3:11])=[CH:7][C:6]=2[CH:12]=1.[Li+].[OH-].Cl, predict the reaction product. The product is: [Cl:1][C:2]1[C:3]([CH3:30])=[C:4]([CH2:13][O:14][C:15]2[CH:20]=[CH:19][C:18]([CH2:21][CH2:22][C:23]([OH:25])=[O:24])=[C:17]([CH3:28])[C:16]=2[CH3:29])[C:5]2[O:9][C:8]([CH2:10][CH3:11])=[CH:7][C:6]=2[CH:12]=1. (3) The product is: [Cl:18][C:15]1[CH:16]=[CH:17][C:12]([S:9]([N:8]([C:7]2[C:2]([C:35](=[O:44])[C:36]3[CH:41]=[CH:40][CH:39]=[CH:38][C:37]=3[S:42][CH3:43])=[N:3][CH:4]=[C:5]([Cl:26])[CH:6]=2)[CH2:23][O:24][CH3:25])(=[O:11])=[O:10])=[CH:13][C:14]=1[C:19]([F:22])([F:21])[F:20]. Given the reactants Br[C:2]1[C:7]([N:8]([CH2:23][O:24][CH3:25])[S:9]([C:12]2[CH:17]=[CH:16][C:15]([Cl:18])=[C:14]([C:19]([F:22])([F:21])[F:20])[CH:13]=2)(=[O:11])=[O:10])=[CH:6][C:5]([Cl:26])=[CH:4][N:3]=1.C([Mg]Cl)(C)C.CON(C)[C:35](=[O:44])[C:36]1[CH:41]=[CH:40][CH:39]=[CH:38][C:37]=1[S:42][CH3:43], predict the reaction product. (4) Given the reactants [F:1][C:2]1[CH:25]=[CH:24][C:5]([CH2:6][C:7]2[C:15](=O)[N:14]3[C:10]([NH:11][C:12]4[CH:20]=[CH:19][CH:18]=[CH:17][C:13]=43)=[C:9]([C:21]#[N:22])[C:8]=2[CH3:23])=[CH:4][CH:3]=1.P(Cl)(Cl)([Cl:28])=O, predict the reaction product. The product is: [Cl:28][C:15]1[N:14]2[C:10](=[N:11][C:12]3[CH:20]=[CH:19][CH:18]=[CH:17][C:13]=32)[C:9]([C:21]#[N:22])=[C:8]([CH3:23])[C:7]=1[CH2:6][C:5]1[CH:24]=[CH:25][C:2]([F:1])=[CH:3][CH:4]=1. (5) Given the reactants Cl[C:2]1[N:7]=[C:6]([C:8]2[S:12][C:11]([C:13]([CH3:16])([CH3:15])[CH3:14])=[N:10][C:9]=2[C:17]2[C:18]([F:35])=[C:19]([NH:23][S:24]([C:27]3[CH:32]=[C:31]([F:33])[CH:30]=[CH:29][C:28]=3[F:34])(=[O:26])=[O:25])[CH:20]=[CH:21][CH:22]=2)[CH:5]=[CH:4][N:3]=1.[Cl-].[CH3:37][Zn+], predict the reaction product. The product is: [CH3:14][C:13]([C:11]1[S:12][C:8]([C:6]2[CH:5]=[CH:4][N:3]=[C:2]([CH3:37])[N:7]=2)=[C:9]([C:17]2[C:18]([F:35])=[C:19]([NH:23][S:24]([C:27]3[CH:32]=[C:31]([F:33])[CH:30]=[CH:29][C:28]=3[F:34])(=[O:26])=[O:25])[CH:20]=[CH:21][CH:22]=2)[N:10]=1)([CH3:16])[CH3:15]. (6) Given the reactants [CH:1]1([CH2:7][CH:8]([N:12]2[C:17](=[O:18])[CH:16]=[C:15]([O:19][C:20]3[C:25]([F:26])=[CH:24][CH:23]=[CH:22][C:21]=3[F:27])[CH:14]=[N:13]2)[C:9]([OH:11])=O)[CH2:6][CH2:5][CH2:4][CH2:3][CH2:2]1.[NH2:28][C:29]1[CH:33]=[CH:32][N:31]([CH2:34][C:35]([CH3:38])([OH:37])[CH3:36])[N:30]=1, predict the reaction product. The product is: [CH:1]1([CH2:7][CH:8]([N:12]2[C:17](=[O:18])[CH:16]=[C:15]([O:19][C:20]3[C:25]([F:26])=[CH:24][CH:23]=[CH:22][C:21]=3[F:27])[CH:14]=[N:13]2)[C:9]([NH:28][C:29]2[CH:33]=[CH:32][N:31]([CH2:34][C:35]([OH:37])([CH3:36])[CH3:38])[N:30]=2)=[O:11])[CH2:6][CH2:5][CH2:4][CH2:3][CH2:2]1.